This data is from Forward reaction prediction with 1.9M reactions from USPTO patents (1976-2016). The task is: Predict the product of the given reaction. (1) Given the reactants [C:1]1([S:7]([C:10]2[CH:11]=[C:12]3[C:17](=[CH:18][CH:19]=2)[CH:16]([CH2:20][NH2:21])[CH2:15][CH2:14][CH2:13]3)(=[O:9])=[O:8])[CH:6]=[CH:5][CH:4]=[CH:3][CH:2]=1.I.CS[C:25]1[NH:26][CH2:27][CH2:28][N:29]=1, predict the reaction product. The product is: [C:1]1([S:7]([C:10]2[CH:11]=[C:12]3[C:17](=[CH:18][CH:19]=2)[CH:16]([CH2:20][NH:21][C:25]2[NH:29][CH2:28][CH2:27][N:26]=2)[CH2:15][CH2:14][CH2:13]3)(=[O:9])=[O:8])[CH:2]=[CH:3][CH:4]=[CH:5][CH:6]=1. (2) Given the reactants [N:1]1([CH2:7][CH2:8][OH:9])[CH2:6][CH2:5][NH:4][CH2:3][CH2:2]1.C(O)C.[F:13][CH:14]([F:23])[C:15](O[C:15](=[O:16])[CH:14]([F:23])[F:13])=[O:16], predict the reaction product. The product is: [F:13][CH:14]([F:23])[C:15]([N:4]1[CH2:5][CH2:6][N:1]([CH2:7][CH2:8][OH:9])[CH2:2][CH2:3]1)=[O:16]. (3) Given the reactants [Cl:1][Pt-2:2](Cl)([Cl:4])[Cl:3].[K+].[K+].[CH:8]1([C:14]#[N:15])[CH2:13][CH2:12][CH2:11][CH2:10][CH2:9]1, predict the reaction product. The product is: [Cl:1][Pt-:2]([Cl:4])[Cl:3].[CH:8]1([C:14]#[N:15])[CH2:13][CH2:12][CH2:11][CH2:10][CH2:9]1. (4) Given the reactants [C:1]([O:5][C:6]([N:8]1[CH2:13][CH:12]=[C:11]([C:14]2[NH:23][C:17]3[N:18]=[CH:19][N:20]=[C:21](Cl)[C:16]=3[CH:15]=2)[CH2:10][CH2:9]1)=[O:7])([CH3:4])([CH3:3])[CH3:2].[Cl:24][C:25]1[CH:26]=[C:27]([NH2:38])[CH:28]=[C:29]([N:31]2[CH2:36][CH2:35][N:34]([CH3:37])[CH2:33][CH2:32]2)[CH:30]=1.FC(F)(F)C(O)=O.C(=O)(O)[O-].[Na+].C(OC(OC(OC(C)(C)C)=O)=O)(C)(C)C, predict the reaction product. The product is: [C:1]([O:5][C:6]([N:8]1[CH2:13][CH:12]=[C:11]([C:14]2[NH:23][C:17]3[N:18]=[CH:19][N:20]=[C:21]([NH:38][C:27]4[CH:28]=[C:29]([N:31]5[CH2:36][CH2:35][N:34]([CH3:37])[CH2:33][CH2:32]5)[CH:30]=[C:25]([Cl:24])[CH:26]=4)[C:16]=3[CH:15]=2)[CH2:10][CH2:9]1)=[O:7])([CH3:3])([CH3:2])[CH3:4]. (5) Given the reactants [NH2:1][C:2]1[S:6][C:5]2[CH2:7][CH2:8][CH2:9][CH2:10][C:4]=2[C:3]=1[C:11]([C:13]1[S:14][CH:15]=[CH:16][CH:17]=1)=O.[F:18][C:19]([F:27])([F:26])[C:20](=[O:25])[CH2:21][C:22](=O)[CH3:23], predict the reaction product. The product is: [F:18][C:19]([F:27])([F:26])[C:20]([C:21]1[C:11]([C:13]2[S:14][CH:15]=[CH:16][CH:17]=2)=[C:3]2[C:4]3[CH2:10][CH2:9][CH2:8][CH2:7][C:5]=3[S:6][C:2]2=[N:1][C:22]=1[CH3:23])=[O:25]. (6) Given the reactants [Cl:1][C:2]1[CH:3]=[N:4][N:5]([CH2:7][C:8]2[CH:13]=[CH:12][C:11]([CH2:14]O)=[CH:10][CH:9]=2)[CH:6]=1.P(Br)(Br)[Br:17], predict the reaction product. The product is: [Br:17][CH2:14][C:11]1[CH:12]=[CH:13][C:8]([CH2:7][N:5]2[CH:6]=[C:2]([Cl:1])[CH:3]=[N:4]2)=[CH:9][CH:10]=1. (7) Given the reactants C[O:2]CCO[AlH2-]OCCOC.[Na+].C1(C)C=CC=CC=1.C[C:21]([O-:36])([O-])[C@@H:22]([NH:27][C:28]([O:30][C:31]([CH3:34])([CH3:33])[CH3:32])=[O:29])[CH2:23][CH2:24][CH2:25][CH3:26], predict the reaction product. The product is: [OH:2][CH2:26][CH2:25][CH2:24][CH2:23][C@H:22]([NH:27][C:28](=[O:29])[O:30][C:31]([CH3:34])([CH3:33])[CH3:32])[CH2:21][OH:36]. (8) The product is: [CH:1]1([N:7]2[C:11]3[CH:12]=[CH:13][C:14]([C:16]([N:35]4[CH2:42][CH2:41][CH2:40][CH:36]4[C:37]([OH:39])=[O:38])=[O:17])=[CH:15][C:10]=3[N:9]=[C:8]2[C:19]2[CH:20]=[C:21]3[C:26](=[CH:27][CH:28]=2)[N:25]=[C:24]([C:29]2[CH:30]=[CH:31][CH:32]=[CH:33][CH:34]=2)[CH:23]=[CH:22]3)[CH2:6][CH2:5][CH2:4][CH2:3][CH2:2]1. Given the reactants [CH:1]1([N:7]2[C:11]3[CH:12]=[CH:13][C:14]([C:16](O)=[O:17])=[CH:15][C:10]=3[N:9]=[C:8]2[C:19]2[CH:20]=[C:21]3[C:26](=[CH:27][CH:28]=2)[N:25]=[C:24]([C:29]2[CH:34]=[CH:33][CH:32]=[CH:31][CH:30]=2)[CH:23]=[CH:22]3)[CH2:6][CH2:5][CH2:4][CH2:3][CH2:2]1.[NH:35]1[CH2:42][CH2:41][CH2:40][C@H:36]1[C:37]([OH:39])=[O:38], predict the reaction product. (9) Given the reactants [CH2:1]([O:3][C:4](=[O:42])[CH2:5][C:6]1[CH:11]=[CH:10][CH:9]=[C:8]([O:12][C:13]2[CH:18]=[CH:17][C:16](B3OC(C)(C)C(C)(C)O3)=[CH:15][C:14]=2[CH2:28][N:29]2[C@@H:33]([CH3:34])[C@@H:32]([C:35]3[CH:40]=[CH:39][CH:38]=[CH:37][CH:36]=3)[O:31][C:30]2=[O:41])[CH:7]=1)[CH3:2].Br[C:44]1[N:45]=[C:46]([CH3:50])[N:47]([CH3:49])[CH:48]=1, predict the reaction product. The product is: [CH2:1]([O:3][C:4](=[O:42])[CH2:5][C:6]1[CH:11]=[CH:10][CH:9]=[C:8]([O:12][C:13]2[CH:18]=[CH:17][C:16]([C:44]3[N:45]=[C:46]([CH3:50])[N:47]([CH3:49])[CH:48]=3)=[CH:15][C:14]=2[CH2:28][N:29]2[C@@H:33]([CH3:34])[C@@H:32]([C:35]3[CH:40]=[CH:39][CH:38]=[CH:37][CH:36]=3)[O:31][C:30]2=[O:41])[CH:7]=1)[CH3:2].